Dataset: NCI-60 drug combinations with 297,098 pairs across 59 cell lines. Task: Regression. Given two drug SMILES strings and cell line genomic features, predict the synergy score measuring deviation from expected non-interaction effect. (1) Drug 1: CCCCCOC(=O)NC1=NC(=O)N(C=C1F)C2C(C(C(O2)C)O)O. Drug 2: COCCOC1=C(C=C2C(=C1)C(=NC=N2)NC3=CC=CC(=C3)C#C)OCCOC.Cl. Cell line: NCI-H322M. Synergy scores: CSS=23.8, Synergy_ZIP=3.74, Synergy_Bliss=3.41, Synergy_Loewe=-15.0, Synergy_HSA=1.29. (2) Drug 1: CC12CCC(CC1=CCC3C2CCC4(C3CC=C4C5=CN=CC=C5)C)O. Drug 2: CC1CCCC2(C(O2)CC(NC(=O)CC(C(C(=O)C(C1O)C)(C)C)O)C(=CC3=CSC(=N3)C)C)C. Cell line: MCF7. Synergy scores: CSS=13.7, Synergy_ZIP=3.98, Synergy_Bliss=7.40, Synergy_Loewe=6.81, Synergy_HSA=7.18. (3) Drug 1: CC1=C2C(C(=O)C3(C(CC4C(C3C(C(C2(C)C)(CC1OC(=O)C(C(C5=CC=CC=C5)NC(=O)OC(C)(C)C)O)O)OC(=O)C6=CC=CC=C6)(CO4)OC(=O)C)OC)C)OC. Drug 2: C(=O)(N)NO. Cell line: UACC62. Synergy scores: CSS=42.4, Synergy_ZIP=3.18, Synergy_Bliss=3.75, Synergy_Loewe=3.42, Synergy_HSA=5.94. (4) Drug 1: C1CCC(CC1)NC(=O)N(CCCl)N=O. Drug 2: C1=C(C(=O)NC(=O)N1)N(CCCl)CCCl. Cell line: HOP-92. Synergy scores: CSS=46.6, Synergy_ZIP=-0.887, Synergy_Bliss=0.760, Synergy_Loewe=3.18, Synergy_HSA=5.04. (5) Drug 1: CNC(=O)C1=NC=CC(=C1)OC2=CC=C(C=C2)NC(=O)NC3=CC(=C(C=C3)Cl)C(F)(F)F. Drug 2: C1CNP(=O)(OC1)N(CCCl)CCCl. Cell line: HT29. Synergy scores: CSS=8.01, Synergy_ZIP=6.21, Synergy_Bliss=6.19, Synergy_Loewe=-12.3, Synergy_HSA=3.15.